This data is from Catalyst prediction with 721,799 reactions and 888 catalyst types from USPTO. The task is: Predict which catalyst facilitates the given reaction. (1) Product: [Cl:16][C:11]1[CH:10]=[CH:9][N:8]=[C:7]([N:4]2[CH2:5][CH2:6][CH:2]([OH:1])[CH2:3]2)[N:12]=1. The catalyst class is: 3. Reactant: [OH:1][CH:2]1[CH2:6][CH2:5][N:4]([C:7]2[N:12]=[C:11](O)[CH:10]=[CH:9][N:8]=2)[CH2:3]1.O=P(Cl)(Cl)[Cl:16]. (2) Reactant: [C:1]([O:5][C:6]([NH:8][C@H:9]1[CH2:14][CH2:13][CH2:12][CH2:11][C@H:10]1[C:15]([O:17]CC)=[O:16])=[O:7])([CH3:4])([CH3:3])[CH3:2].O.[OH-].[Li+]. Product: [C:1]([O:5][C:6]([NH:8][C@H:9]1[CH2:14][CH2:13][CH2:12][CH2:11][C@H:10]1[C:15]([OH:17])=[O:16])=[O:7])([CH3:4])([CH3:2])[CH3:3]. The catalyst class is: 24. (3) Reactant: [CH3:1][O:2][C:3]1[C:4]([N+:10]([O-])=O)=[N:5][C:6]([CH3:9])=[CH:7][CH:8]=1. Product: [NH2:10][C:4]1[C:3]([O:2][CH3:1])=[CH:8][CH:7]=[C:6]([CH3:9])[N:5]=1. The catalyst class is: 178. (4) Reactant: [C:1](=[C:4]([C:10]([O:12]CC)=[O:11])[C:5]([O:7]CC)=[O:6])([CH3:3])[CH3:2].[OH-].[K+].[N+]([O-])(O)=O.[N+]([O-])([O-])=O.[Ag+:25]. Product: [C:1](=[C:4]([C:10]([O-:12])=[O:11])[C:5]([O-:7])=[O:6])([CH3:3])[CH3:2].[Ag+2:25]. The catalyst class is: 6. (5) Reactant: [C:1]([O:5][C:6](=[O:19])[CH2:7][C:8]1[C:9]([F:18])=[C:10]2[C:15](=[CH:16][CH:17]=1)[N:14]=[CH:13][CH:12]=[CH:11]2)(C)(C)C. Product: [CH3:1][O:5][C:6](=[O:19])[CH2:7][C:8]1[C:9]([F:18])=[C:10]2[C:15](=[CH:16][CH:17]=1)[N:14]=[CH:13][CH:12]=[CH:11]2. The catalyst class is: 74. (6) Reactant: [CH3:1][C@H:2]1[NH:7][C@@H:6]([CH3:8])[CH2:5][N:4]([C:9]2[CH:10]=[CH:11][C:12]([O:16][CH3:17])=[C:13]([CH:15]=2)[NH2:14])[CH2:3]1.[S:18]1[CH:22]=[CH:21][CH:20]=[C:19]1[C:23]1[CH:28]=[CH:27][C:26]([S:29](Cl)(=[O:31])=[O:30])=[CH:25][CH:24]=1. Product: [CH3:8][C@H:6]1[NH:7][C@@H:2]([CH3:1])[CH2:3][N:4]([C:9]2[CH:10]=[CH:11][C:12]([O:16][CH3:17])=[C:13]([NH:14][S:29]([C:26]3[CH:25]=[CH:24][C:23]([C:19]4[S:18][CH:22]=[CH:21][CH:20]=4)=[CH:28][CH:27]=3)(=[O:30])=[O:31])[CH:15]=2)[CH2:5]1. The catalyst class is: 17. (7) Reactant: [ClH:1].C[O:3][C:4](=[O:18])[CH:5]([NH:9][CH2:10][C:11]1[CH:16]=[CH:15][C:14]([CH3:17])=[CH:13][CH:12]=1)[CH2:6][CH2:7][NH2:8].CCN([CH:25]([CH3:27])[CH3:26])C(C)C.[C:28]([N:35]1[CH:39]=[CH:38][N:37]=[CH:36]1)([N:30]1[CH:34]=[CH:33]N=C1)=[O:29].[Li+].[OH-:41]. Product: [CH2:10]([N:9]1[C:5](=[O:41])[C:6]2[C:36](=[CH:4][C:5]([Cl:1])=[CH:6][CH:7]=2)[N:37]=[C:38]1[CH:39]1[CH2:33][CH2:34][NH:30][C:28](=[O:29])[N:35]1[CH2:16][C:11]1[CH:10]=[CH:27][C:25]([CH3:26])=[CH:13][CH:12]=1)[C:11]1[CH:12]=[CH:13][CH:14]=[CH:15][CH:16]=1.[CH3:17][C:14]1[CH:15]=[CH:16][C:11]([CH2:10][N:9]2[CH:5]([C:4]([OH:3])=[O:18])[CH2:6][CH2:7][NH:8][C:28]2=[O:29])=[CH:12][CH:13]=1. The catalyst class is: 2.